Task: Predict which catalyst facilitates the given reaction.. Dataset: Catalyst prediction with 721,799 reactions and 888 catalyst types from USPTO (1) Reactant: [NH2:1][C@H:2]([CH2:6]O)[CH:3]([CH3:5])[CH3:4].C(N(CC)CC)C.[F:15][C:16]([F:29])([F:28])[S:17](O[S:17]([C:16]([F:29])([F:28])[F:15])(=[O:19])=[O:18])(=[O:19])=[O:18]. Product: [F:15][C:16]([F:29])([F:28])[S:17]([N@@:1]1[CH2:6][CH:2]1[CH:3]([CH3:5])[CH3:4])(=[O:19])=[O:18]. The catalyst class is: 2. (2) Reactant: [CH:1]1([O:6][C:7]2[CH:8]=[C:9]3[CH:15]=[CH:14][NH:13][C:10]3=[N:11][CH:12]=2)[CH2:5][CH2:4][CH2:3][CH2:2]1.[CH2:16]([S:19]([N:22]1[C:30]2[C:25](=[CH:26][CH:27]=[C:28]([CH:31]=[O:32])[CH:29]=2)[CH:24]=[CH:23]1)(=[O:21])=[O:20])[CH2:17][CH3:18].[OH-].[K+].CO. Product: [CH:1]1([O:6][C:7]2[CH:8]=[C:9]3[C:15]([CH:31]([C:28]4[CH:29]=[C:30]5[C:25]([CH:24]=[CH:23][N:22]5[S:19]([CH2:16][CH2:17][CH3:18])(=[O:21])=[O:20])=[CH:26][CH:27]=4)[OH:32])=[CH:14][NH:13][C:10]3=[N:11][CH:12]=2)[CH2:2][CH2:3][CH2:4][CH2:5]1. The catalyst class is: 6. (3) Reactant: Cl.C[O:3][C:4]1(OC)[C:12]2[C:7](=[CH:8][CH:9]=[C:10]([S:13][CH2:14][CH2:15][C:16]3[CH:26]=[CH:25][C:19]([C:20]([O:22][CH2:23][CH3:24])=[O:21])=[CH:18][CH:17]=3)[CH:11]=2)[N:6]([CH2:27][CH2:28][CH2:29][CH2:30][CH3:31])[C:5]1=[O:32]. Product: [O:32]=[C:5]1[C:4](=[O:3])[C:12]2[C:7](=[CH:8][CH:9]=[C:10]([S:13][CH2:14][CH2:15][C:16]3[CH:26]=[CH:25][C:19]([C:20]([O:22][CH2:23][CH3:24])=[O:21])=[CH:18][CH:17]=3)[CH:11]=2)[N:6]1[CH2:27][CH2:28][CH2:29][CH2:30][CH3:31]. The catalyst class is: 21. (4) Reactant: [OH-].[Na+].[CH:3]1([C:6]2[CH:11]=[C:10]([CH2:12][N:13]3[CH2:16][C:15]4([CH2:20][C:19]([N:21]5[CH2:26][CH2:25][C:24]([CH3:32])([C:27]([O:29]CC)=[O:28])[CH2:23][CH2:22]5)=[N:18][O:17]4)[CH2:14]3)[CH:9]=[C:8]([O:33][CH2:34][CH:35]3[CH2:37][CH2:36]3)[C:7]=2[C:38]2[CH:43]=[CH:42][C:41]([F:44])=[CH:40][C:39]=2[F:45])[CH2:5][CH2:4]1. The catalyst class is: 8. Product: [CH:3]1([C:6]2[CH:11]=[C:10]([CH2:12][N:13]3[CH2:16][C:15]4([CH2:20][C:19]([N:21]5[CH2:26][CH2:25][C:24]([CH3:32])([C:27]([OH:29])=[O:28])[CH2:23][CH2:22]5)=[N:18][O:17]4)[CH2:14]3)[CH:9]=[C:8]([O:33][CH2:34][CH:35]3[CH2:36][CH2:37]3)[C:7]=2[C:38]2[CH:43]=[CH:42][C:41]([F:44])=[CH:40][C:39]=2[F:45])[CH2:4][CH2:5]1. (5) The catalyst class is: 7. Reactant: [CH3:1][O:2][C:3](=[O:17])[CH:4]([NH2:16])[CH2:5][C:6]1[CH:7]=[C:8]2[C:12](=[C:13]([Cl:15])[CH:14]=1)[NH:11][N:10]=[CH:9]2.[C:18](C1NC=CN=1)(C1NC=CN=1)=[O:19].[NH:30]1[CH2:35][CH2:34][CH:33]([N:36]2[CH2:45][C:44]3[C:39](=[CH:40][CH:41]=[CH:42][CH:43]=3)[NH:38][C:37]2=[O:46])[CH2:32][CH2:31]1. Product: [CH3:1][O:2][C:3](=[O:17])[CH:4]([NH:16][C:18]([N:30]1[CH2:31][CH2:32][CH:33]([N:36]2[CH2:45][C:44]3[C:39](=[CH:40][CH:41]=[CH:42][CH:43]=3)[NH:38][C:37]2=[O:46])[CH2:34][CH2:35]1)=[O:19])[CH2:5][C:6]1[CH:7]=[C:8]2[C:12](=[C:13]([Cl:15])[CH:14]=1)[NH:11][N:10]=[CH:9]2. (6) Reactant: C(N(CC)C(C)C)(C)C.[Br:10][C:11]1[CH:12]=[C:13]2[C:18](=[CH:19][CH:20]=1)[N:17]([C:21](=[O:26])[C:22]([F:25])([F:24])[F:23])[C@@H:16]([CH3:27])[CH2:15][NH:14]2.[CH:28]1([C:31](Cl)=[O:32])[CH2:30][CH2:29]1. Product: [Br:10][C:11]1[CH:12]=[C:13]2[C:18](=[CH:19][CH:20]=1)[N:17]([C:21](=[O:26])[C:22]([F:23])([F:25])[F:24])[C@@H:16]([CH3:27])[CH2:15][N:14]2[C:31]([CH:28]1[CH2:30][CH2:29]1)=[O:32]. The catalyst class is: 26. (7) Reactant: [Br:1][C:2]1[CH:3]=[C:4]([O:12][C:13]2[CH:18]=[CH:17][CH:16]=[CH:15][CH:14]=2)[C:5]([NH:8][C:9]([NH2:11])=[S:10])=[N:6][CH:7]=1.[C:19]([N:22]1[CH2:27][CH2:26][CH:25]([C:28](=O)[CH2:29]Br)[CH2:24][CH2:23]1)(=[O:21])[CH3:20].CCN(C(C)C)C(C)C. Product: [Br:1][C:2]1[CH:3]=[C:4]([O:12][C:13]2[CH:14]=[CH:15][CH:16]=[CH:17][CH:18]=2)[C:5]([NH:8][C:9]2[S:10][CH:29]=[C:28]([CH:25]3[CH2:26][CH2:27][N:22]([C:19](=[O:21])[CH3:20])[CH2:23][CH2:24]3)[N:11]=2)=[N:6][CH:7]=1. The catalyst class is: 8. (8) Reactant: C(N(CC)CC)C.C1(O[C:15](=[O:33])[NH:16][C:17]2[CH:22]=[C:21]([C:23]([CH3:26])([CH3:25])[CH3:24])[CH:20]=[C:19]([C:27](=[O:30])[NH:28][CH3:29])[C:18]=2[O:31][CH3:32])C=CC=CC=1.[NH2:34][C:35]1[C:44]2[C:39](=[CH:40][CH:41]=[CH:42][CH:43]=2)[C:38]([O:45][C:46]2[CH:51]=[CH:50][N:49]=[C:48]([NH:52][C:53]3[CH:54]=[C:55]([CH:67]=[C:68]([C:70]#[C:71][Si:72]([CH:79]([CH3:81])[CH3:80])([CH:76]([CH3:78])[CH3:77])[CH:73]([CH3:75])[CH3:74])[CH:69]=3)[C:56]([NH:58][CH2:59][CH2:60][N:61]3[CH2:66][CH2:65][O:64][CH2:63][CH2:62]3)=[O:57])[CH:47]=2)=[CH:37][CH:36]=1. Product: [C:23]([C:21]1[CH:22]=[C:17]([NH:16][C:15]([NH:34][C:35]2[C:44]3[C:39](=[CH:40][CH:41]=[CH:42][CH:43]=3)[C:38]([O:45][C:46]3[CH:51]=[CH:50][N:49]=[C:48]([NH:52][C:53]4[CH:69]=[C:68]([C:70]#[C:71][Si:72]([CH:79]([CH3:81])[CH3:80])([CH:73]([CH3:74])[CH3:75])[CH:76]([CH3:77])[CH3:78])[CH:67]=[C:55]([C:56](=[O:57])[NH:58][CH2:59][CH2:60][N:61]5[CH2:66][CH2:65][O:64][CH2:63][CH2:62]5)[CH:54]=4)[CH:47]=3)=[CH:37][CH:36]=2)=[O:33])[C:18]([O:31][CH3:32])=[C:19]([CH:20]=1)[C:27]([NH:28][CH3:29])=[O:30])([CH3:24])([CH3:25])[CH3:26]. The catalyst class is: 1. (9) Product: [NH2:9][C:10]1[CH:11]=[C:12]([CH:17]=[CH:18][C:19]=1[F:20])[C:13]([NH:8][CH2:7][CH2:6][O:5][C:1]([CH3:4])([CH3:3])[CH3:2])=[O:14]. Reactant: [C:1]([O:5][CH2:6][CH2:7][NH2:8])([CH3:4])([CH3:3])[CH3:2].[NH2:9][C:10]1[CH:11]=[C:12]([CH:17]=[CH:18][C:19]=1[F:20])[C:13](OC)=[O:14]. The catalyst class is: 1. (10) Reactant: [CH2:1]([C:8]1[CH:9]=[N:10][C:11](Cl)=[N:12][CH:13]=1)[C:2]1[CH:7]=[CH:6][CH:5]=[CH:4][CH:3]=1.[C@@H:15]12[NH:22][C@@H:19]([CH2:20][CH2:21]1)[CH2:18][N:17]([C:23]([O:25][C:26]([CH3:29])([CH3:28])[CH3:27])=[O:24])[CH2:16]2.C(N(CC)CC)C. Product: [CH2:1]([C:8]1[CH:9]=[N:10][C:11]([N:22]2[C@H:15]3[CH2:21][CH2:20][C@@H:19]2[CH2:18][N:17]([C:23]([O:25][C:26]([CH3:29])([CH3:28])[CH3:27])=[O:24])[CH2:16]3)=[N:12][CH:13]=1)[C:2]1[CH:7]=[CH:6][CH:5]=[CH:4][CH:3]=1. The catalyst class is: 41.